Task: Predict the reactants needed to synthesize the given product.. Dataset: Full USPTO retrosynthesis dataset with 1.9M reactions from patents (1976-2016) (1) Given the product [C:1]12([CH2:11][O:12][C:13]3[C:39]([Cl:40])=[CH:38][C:16]([C:17]([NH:19][S:20]([N:23]4[CH2:27][CH2:26][C@H:25]([OH:28])[CH2:24]4)(=[O:22])=[O:21])=[O:18])=[C:15]([F:41])[CH:14]=3)[CH2:8][CH:7]3[CH2:6][CH:5]([CH2:4][CH:3]([CH2:9]3)[CH2:2]1)[CH2:10]2, predict the reactants needed to synthesize it. The reactants are: [C:1]12([CH2:11][O:12][C:13]3[C:39]([Cl:40])=[CH:38][C:16]([C:17]([NH:19][S:20]([N:23]4[CH2:27][CH2:26][C@H:25]([O:28]CC5C=CC(OC)=CC=5)[CH2:24]4)(=[O:22])=[O:21])=[O:18])=[C:15]([F:41])[CH:14]=3)[CH2:10][CH:5]3[CH2:6][CH:7]([CH2:9][CH:3]([CH2:4]3)[CH2:2]1)[CH2:8]2.ClC1C(=O)C(C#N)=C(C#N)C(=O)C=1Cl. (2) Given the product [I:10][C:11]1[CH:12]=[CH:13][C:14]([C:17]2[CH:22]=[CH:21][C:20]([O:1][CH:2]3[CH:7]4[CH2:8][CH2:9][N:4]([CH2:5][CH2:6]4)[CH2:3]3)=[CH:19][CH:18]=2)=[CH:15][CH:16]=1, predict the reactants needed to synthesize it. The reactants are: [OH:1][CH:2]1[CH:7]2[CH2:8][CH2:9][N:4]([CH2:5][CH2:6]2)[CH2:3]1.[I:10][C:11]1[CH:16]=[CH:15][C:14]([C:17]2[CH:22]=[CH:21][C:20](O)=[CH:19][CH:18]=2)=[CH:13][CH:12]=1. (3) Given the product [Cl:36][C:37]1[C:38]2[C:48]([F:49])=[CH:47][CH:46]=[CH:45][C:39]=2[S:40][C:41]=1[C:42]([N:19]([CH2:18][C:12]1[CH:11]=[C:10]([C:7]2[CH:8]=[CH:9][C:4]([N:3]([CH:1]=[O:2])[CH3:35])=[CH:5][CH:6]=2)[CH:15]=[CH:14][C:13]=1[O:16][CH3:17])[CH:20]1[CH2:25][CH2:24][CH:23]([N:26]([CH3:34])[C:27](=[O:33])[O:28][C:29]([CH3:32])([CH3:30])[CH3:31])[CH2:22][CH2:21]1)=[O:43], predict the reactants needed to synthesize it. The reactants are: [CH:1]([N:3]([CH3:35])[C:4]1[CH:9]=[CH:8][C:7]([C:10]2[CH:15]=[CH:14][C:13]([O:16][CH3:17])=[C:12]([CH2:18][NH:19][CH:20]3[CH2:25][CH2:24][CH:23]([N:26]([CH3:34])[C:27](=[O:33])[O:28][C:29]([CH3:32])([CH3:31])[CH3:30])[CH2:22][CH2:21]3)[CH:11]=2)=[CH:6][CH:5]=1)=[O:2].[Cl:36][C:37]1[C:38]2[C:48]([F:49])=[CH:47][CH:46]=[CH:45][C:39]=2[S:40][C:41]=1[C:42](Cl)=[O:43]. (4) Given the product [CH3:1][O:2][C:3]1[CH:4]=[C:5]2[C:10](=[CH:11][C:12]=1[O:13][CH3:14])[N:9]=[CH:8][CH:7]=[C:6]2[O:15][C:16]1[CH:22]=[CH:21][C:19]([NH:20][C:27](=[O:33])[O:26][CH2:24][C:40]2[CH:39]=[CH:38][CH:37]=[C:36]([CH3:35])[CH:41]=2)=[CH:18][CH:17]=1, predict the reactants needed to synthesize it. The reactants are: [CH3:1][O:2][C:3]1[CH:4]=[C:5]2[C:10](=[CH:11][C:12]=1[O:13][CH3:14])[N:9]=[CH:8][CH:7]=[C:6]2[O:15][C:16]1[CH:22]=[CH:21][C:19]([NH2:20])=[CH:18][CH:17]=1.Cl[C:24](Cl)([O:26][C:27](=[O:33])OC(Cl)(Cl)Cl)Cl.[CH3:35][C:36]1[CH:37]=[C:38](CO)[CH:39]=[CH:40][CH:41]=1.C(=O)(O)[O-].[Na+]. (5) The reactants are: Cl[C:2]1[CH:7]=[C:6]([Cl:8])[N:5]=[CH:4][N:3]=1.[NH:9]1[CH2:14][CH2:13][O:12][CH2:11][CH2:10]1.C(N(CC)CC)C. Given the product [Cl:8][C:6]1[N:5]=[CH:4][N:3]=[C:2]([N:9]2[CH2:14][CH2:13][O:12][CH2:11][CH2:10]2)[CH:7]=1, predict the reactants needed to synthesize it.